This data is from Full USPTO retrosynthesis dataset with 1.9M reactions from patents (1976-2016). The task is: Predict the reactants needed to synthesize the given product. (1) The reactants are: Cl[C:2]1[C:11]2=[N:12][N:13](CC3C=CC(OC)=CC=3)[CH:14]=[C:10]2[C:9]2[CH:8]=[C:7]([O:24][CH3:25])[CH:6]=[C:5]([O:26][CH3:27])[C:4]=2[N:3]=1.[CH:28]1([N:31]2[CH2:36][CH2:35][N:34]([C:37]3[CH:43]=[CH:42][C:40]([NH2:41])=[CH:39][CH:38]=3)[CH2:33][CH2:32]2)[CH2:30][CH2:29]1.Cl. Given the product [CH:28]1([N:31]2[CH2:32][CH2:33][N:34]([C:37]3[CH:43]=[CH:42][C:40]([NH:41][C:2]4[C:11]5=[N:12][NH:13][CH:14]=[C:10]5[C:9]5[CH:8]=[C:7]([O:24][CH3:25])[CH:6]=[C:5]([O:26][CH3:27])[C:4]=5[N:3]=4)=[CH:39][CH:38]=3)[CH2:35][CH2:36]2)[CH2:30][CH2:29]1, predict the reactants needed to synthesize it. (2) The reactants are: [Cl:1][C:2]1[CH:7]=[C:6]([C:8]([F:11])([F:10])[F:9])[CH:5]=[CH:4][C:3]=1[N:12]1[C:16]([NH2:17])=[C:15]([C:18]2[CH:23]=[CH:22][C:21]([O:24]C)=[CH:20][CH:19]=2)[N:14]=[N:13]1.B(Br)(Br)Br.CO.[OH-].[Na+]. Given the product [NH2:17][C:16]1[N:12]([C:3]2[CH:4]=[CH:5][C:6]([C:8]([F:9])([F:10])[F:11])=[CH:7][C:2]=2[Cl:1])[N:13]=[N:14][C:15]=1[C:18]1[CH:23]=[CH:22][C:21]([OH:24])=[CH:20][CH:19]=1, predict the reactants needed to synthesize it. (3) Given the product [NH:46]1[CH2:47][CH2:48][CH2:49][C@H:45]1[C:43]1[NH:42][C:41]2[C:57]3[C:37]([CH:38]=[CH:39][C:40]=2[N:44]=1)=[CH:36][C:35]([C:30]1[CH:29]=[CH:28][C:27]2[C:32](=[CH:33][CH:34]=[C:25]([C:22]4[NH:21][C:20]([C@@H:16]5[CH2:17][CH2:18][CH2:19][NH:15]5)=[N:24][CH:23]=4)[CH:26]=2)[CH:31]=1)=[CH:59][CH:58]=3, predict the reactants needed to synthesize it. The reactants are: C(O)(C(F)(F)F)=O.C(OC([N:15]1[CH2:19][CH2:18][CH2:17][C@H:16]1[C:20]1[NH:21][C:22]([C:25]2[CH:26]=[C:27]3[C:32](=[CH:33][CH:34]=2)[CH:31]=[C:30]([C:35]2[CH:36]=[C:37]4[C:57](=[CH:58][CH:59]=2)[C:41]2[NH:42][C:43]([C@@H:45]5[CH2:49][CH2:48][CH2:47][N:46]5C(OC(C)(C)C)=O)=[N:44][C:40]=2[CH:39]=[CH:38]4)[CH:29]=[CH:28]3)=[CH:23][N:24]=1)=O)(C)(C)C. (4) Given the product [O:24]1[C:28]2[CH:29]=[CH:30][C:31]([S:33]([N:13]3[C:14]([C:16]4[CH:17]=[CH:18][CH:19]=[CH:20][CH:21]=4)=[CH:15][C:11]([CH2:10][NH:2][CH3:3])=[CH:12]3)(=[O:35])=[O:34])=[CH:32][C:27]=2[CH2:26][CH2:25]1, predict the reactants needed to synthesize it. The reactants are: C[N:2]([CH2:10][C:11]1[CH:15]=[C:14]([C:16]2[CH:21]=[CH:20][CH:19]=[CH:18][CH:17]=2)[NH:13][CH:12]=1)[C:3](=O)OC(C)(C)C.[H-].[Na+].[O:24]1[C:28]2[CH:29]=[CH:30][C:31]([S:33](Cl)(=[O:35])=[O:34])=[CH:32][C:27]=2[CH2:26][CH2:25]1.